This data is from Peptide-MHC class II binding affinity with 134,281 pairs from IEDB. The task is: Regression. Given a peptide amino acid sequence and an MHC pseudo amino acid sequence, predict their binding affinity value. This is MHC class II binding data. (1) The peptide sequence is VSEALRIIAGTLEVH. The MHC is DRB1_1001 with pseudo-sequence DRB1_1001. The binding affinity (normalized) is 0.356. (2) The peptide sequence is RNEFPLLTTKRVFWR. The MHC is DRB1_1501 with pseudo-sequence DRB1_1501. The binding affinity (normalized) is 0.684. (3) The peptide sequence is ASLTEALRVIAGALE. The MHC is DRB1_1201 with pseudo-sequence DRB1_1201. The binding affinity (normalized) is 0.572. (4) The peptide sequence is EVLKGPFTVRYTTEG. The MHC is HLA-DPA10103-DPB10201 with pseudo-sequence HLA-DPA10103-DPB10201. The binding affinity (normalized) is 0.169. (5) The peptide sequence is AFPVAATAANAAPAN. The MHC is DRB1_0901 with pseudo-sequence DRB1_0901. The binding affinity (normalized) is 0.332. (6) The peptide sequence is LVNLLIFHINGKIIKNS. The MHC is DRB1_1101 with pseudo-sequence DRB1_1101. The binding affinity (normalized) is 0.444.